Dataset: Forward reaction prediction with 1.9M reactions from USPTO patents (1976-2016). Task: Predict the product of the given reaction. (1) The product is: [CH3:1][CH:2]([CH3:7])[C@@H:3]([C:11]1[C:12]2[C:17](=[CH:16][CH:15]=[CH:14][CH:13]=2)[N:9]([CH3:8])[CH:10]=1)[CH2:4][CH:5]=[O:6]. Given the reactants [CH3:1][CH:2]([CH3:7])[CH:3]=[CH:4][CH:5]=[O:6].[CH3:8][N:9]1[C:17]2[C:12](=[CH:13][CH:14]=[CH:15][CH:16]=2)[CH:11]=[CH:10]1.C(O)(C(F)(F)F)=O.C([C@@H]1N[C@H](C(C)(C)C)N(C)C1=O)C1C=CC=CC=1, predict the reaction product. (2) Given the reactants [CH3:1][NH:2][C:3]1[N:10]=[CH:9][CH:8]=[CH:7][C:4]=1[CH:5]=O.[C:11](OC)(=[O:17])[CH2:12][C:13]([O:15][CH3:16])=[O:14].N1CCCCC1, predict the reaction product. The product is: [CH3:1][N:2]1[C:3]2[C:4](=[CH:7][CH:8]=[CH:9][N:10]=2)[CH:5]=[C:12]([C:13]([O:15][CH3:16])=[O:14])[C:11]1=[O:17]. (3) Given the reactants [O:1]=[C:2]1[C:10]2[C:5](=[CH:6][CH:7]=[CH:8][CH:9]=2)[C:4](=[O:11])[N:3]1[CH2:12][CH2:13][O:14][CH2:15][CH2:16][O:17][CH2:18][CH2:19][O:20][CH2:21][CH2:22][C:23]([OH:25])=O.C(Cl)(=O)C([Cl:29])=O, predict the reaction product. The product is: [O:1]=[C:2]1[C:10]2[C:5](=[CH:6][CH:7]=[CH:8][CH:9]=2)[C:4](=[O:11])[N:3]1[CH2:12][CH2:13][O:14][CH2:15][CH2:16][O:17][CH2:18][CH2:19][O:20][CH2:21][CH2:22][C:23]([Cl:29])=[O:25]. (4) The product is: [Br:1][C:2]1[N:6]2[N:7]=[C:8]([C:11]3[CH:12]=[CH:13][C:14]([C:15]([N:51]4[CH2:56][CH2:55][CH:54]([N:57]5[CH2:62][CH2:61][O:60][CH2:59][CH2:58]5)[CH2:53][CH2:52]4)=[O:17])=[CH:18][CH:19]=3)[CH:9]=[CH:10][C:5]2=[N:4][CH:3]=1. Given the reactants [Br:1][C:2]1[N:6]2[N:7]=[C:8]([C:11]3[CH:19]=[CH:18][C:14]([C:15]([OH:17])=O)=[CH:13][CH:12]=3)[CH:9]=[CH:10][C:5]2=[N:4][CH:3]=1.CN(C(ON1N=NC2C=CC=NC1=2)=[N+](C)C)C.F[P-](F)(F)(F)(F)F.CN1CCOCC1.[NH:51]1[CH2:56][CH2:55][CH:54]([N:57]2[CH2:62][CH2:61][O:60][CH2:59][CH2:58]2)[CH2:53][CH2:52]1, predict the reaction product. (5) The product is: [C:1]([CH:3]1[CH2:8][CH2:7][N:6]([C:9]([C@H:11]([NH:16][C:17]([C:19]2[C:27]3[C:22](=[N:23][CH:24]=[C:25]([C:77]4[CH:82]=[C:81]([C:83]([F:86])([F:85])[F:84])[CH:80]=[CH:79][N:78]=4)[N:26]=3)[NH:21][CH:20]=2)=[O:18])[C:12]([CH3:15])([CH3:14])[CH3:13])=[O:10])[CH2:5][CH2:4]1)#[N:2]. Given the reactants [C:1]([CH:3]1[CH2:8][CH2:7][N:6]([C:9]([C@H:11]([NH:16][C:17]([C:19]2[C:27]3[C:22](=[N:23][CH:24]=[C:25](Br)[N:26]=3)[N:21](COCC[Si](C)(C)C)[CH:20]=2)=[O:18])[C:12]([CH3:15])([CH3:14])[CH3:13])=[O:10])[CH2:5][CH2:4]1)#[N:2].C(C1CCN(C(=O)[C@H](NC(C2C3C(=NC=C(Br)N=3)N(COCC[Si](C)(C)C)C=2)=O)C2CC2)CC1)#N.C([Sn](CCCC)(CCCC)[C:77]1[CH:82]=[C:81]([C:83]([F:86])([F:85])[F:84])[CH:80]=[CH:79][N:78]=1)CCC.C(C1C=CN=C([Sn](CCCC)(CCCC)CCCC)C=1)(C)(C)C, predict the reaction product. (6) Given the reactants [F:1][C:2]1[CH:7]=[CH:6][C:5]([F:8])=[CH:4][C:3]=1[C@H:9]1[CH2:13][CH2:12][CH2:11][N:10]1[C:14]1[CH:19]=[CH:18][N:17]2[N:20]=[CH:21][C:22]([C:23]([O:25]CC)=[O:24])=[C:16]2[N:15]=1.[Li+].[OH-], predict the reaction product. The product is: [F:1][C:2]1[CH:7]=[CH:6][C:5]([F:8])=[CH:4][C:3]=1[C@H:9]1[CH2:13][CH2:12][CH2:11][N:10]1[C:14]1[CH:19]=[CH:18][N:17]2[N:20]=[CH:21][C:22]([C:23]([OH:25])=[O:24])=[C:16]2[N:15]=1. (7) Given the reactants [CH2:1]([O:8][C:9]1[CH:10]=[C:11]2[C:16](=[CH:17][C:18]=1[O:19][CH3:20])[CH:15]([CH2:21]S(C1N(C3C=CC=CC=3)N=NN=1)(=O)=O)[N:14](C(OC(C)(C)C)=O)[CH2:13][CH2:12]2)[C:2]1[CH:7]=[CH:6][CH:5]=[CH:4][CH:3]=1.[CH:43]([C:45]1[CH:53]=[C:52]2[C:48]([CH:49]=[CH:50][N:51]2[C:54]([O:56][C:57]([CH3:60])([CH3:59])[CH3:58])=[O:55])=[CH:47][CH:46]=1)=O.C[Si]([N-][Si](C)(C)C)(C)C.[Li+], predict the reaction product. The product is: [CH2:1]([O:8][C:9]1[CH:10]=[C:11]2[C:16](=[CH:17][C:18]=1[O:19][CH3:20])[CH:15](/[CH:21]=[CH:43]/[C:45]1[CH:53]=[C:52]3[C:48]([CH:49]=[CH:50][N:51]3[C:54]([O:56][C:57]([CH3:60])([CH3:59])[CH3:58])=[O:55])=[CH:47][CH:46]=1)[NH:14][CH2:13][CH2:12]2)[C:2]1[CH:7]=[CH:6][CH:5]=[CH:4][CH:3]=1. (8) Given the reactants [CH3:1][O:2][CH2:3][CH2:4][O:5][CH2:6][C:7]1[CH:12]=[CH:11][C:10]([C@@H:13]2[C@@H:18]([O:19][CH2:20][C:21]3[CH:22]=[CH:23][C:24]4[O:29][CH2:28][CH2:27][N:26]([CH2:30][CH2:31][CH2:32][O:33][CH3:34])[C:25]=4[CH:35]=3)[CH2:17][N:16](S(C3C=CC(C)=CC=3)(=O)=O)[CH2:15][C@H:14]2[OH:46])=[CH:9][CH:8]=1.[CH2:47]([Mg]Br)[CH3:48], predict the reaction product. The product is: [CH3:1][O:2][CH2:3][CH2:4][O:5][CH2:6][C:7]1[CH:8]=[CH:9][C:10]([C@@H:13]2[C@@H:18]([O:19][CH2:20][C:21]3[CH:22]=[CH:23][C:24]4[O:29][CH2:28][CH2:27][N:26]([CH2:30][CH2:31][CH2:32][O:33][CH3:34])[C:25]=4[CH:35]=3)[CH2:17][NH:16][CH2:15][C@H:14]2[O:46][CH2:17][C@@H:18]([OH:19])[CH2:13][CH2:47][CH3:48])=[CH:11][CH:12]=1.